This data is from Full USPTO retrosynthesis dataset with 1.9M reactions from patents (1976-2016). The task is: Predict the reactants needed to synthesize the given product. (1) Given the product [NH2:1][C:2]1[CH:10]=[CH:9][C:5]([C:6]([N:28]2[CH2:29][CH2:30][N:25]([CH2:24][C:23]3[CH:32]=[CH:33][C:20]([C:14]([OH:19])([C:13]([F:12])([F:34])[F:35])[C:15]([F:18])([F:16])[F:17])=[CH:21][CH:22]=3)[C:26](=[O:31])[CH2:27]2)=[O:8])=[CH:4][C:3]=1[F:11], predict the reactants needed to synthesize it. The reactants are: [NH2:1][C:2]1[CH:10]=[CH:9][C:5]([C:6]([OH:8])=O)=[CH:4][C:3]=1[F:11].[F:12][C:13]([F:35])([F:34])[C:14]([C:20]1[CH:33]=[CH:32][C:23]([CH2:24][N:25]2[CH2:30][CH2:29][NH:28][CH2:27][C:26]2=[O:31])=[CH:22][CH:21]=1)([OH:19])[C:15]([F:18])([F:17])[F:16].C(N(CC)CC)C.CCCP1(OP(CCC)(=O)OP(CCC)(=O)O1)=O. (2) The reactants are: Br[C:2]1[CH:3]=[N:4][C:5]([CH2:8][O:9][CH:10]([CH3:12])[CH3:11])=[N:6][CH:7]=1.[F:13][C:14]1[CH:19]=[C:18]([C:20]([O:22][CH3:23])=[O:21])[C:17]([F:24])=[CH:16][C:15]=1[NH:25][S:26]([C:29]1[CH:34]=[CH:33][C:32](B(O)O)=[CH:31][CH:30]=1)(=[O:28])=[O:27].C(=O)([O-])[O-].[Na+].[Na+]. Given the product [F:24][C:17]1[CH:16]=[C:15]([NH:25][S:26]([C:29]2[CH:30]=[CH:31][C:32]([C:2]3[CH:3]=[N:4][C:5]([CH2:8][O:9][CH:10]([CH3:12])[CH3:11])=[N:6][CH:7]=3)=[CH:33][CH:34]=2)(=[O:27])=[O:28])[C:14]([F:13])=[CH:19][C:18]=1[C:20]([O:22][CH3:23])=[O:21], predict the reactants needed to synthesize it. (3) Given the product [Cl:16][C:17]1[N:22]=[C:21]([N:4]([CH:1]([CH3:3])[CH3:2])[S:5]([C:8]2[CH:9]=[N:10][CH:11]=[CH:12][CH:13]=2)(=[O:6])=[O:7])[CH:20]=[CH:19][N:18]=1, predict the reactants needed to synthesize it. The reactants are: [CH:1]([NH:4][S:5]([C:8]1[CH:9]=[N:10][CH:11]=[CH:12][CH:13]=1)(=[O:7])=[O:6])([CH3:3])[CH3:2].[H-].[Na+].[Cl:16][C:17]1[N:22]=[C:21](Cl)[CH:20]=[CH:19][N:18]=1.[NH4+].[Cl-]. (4) Given the product [Cl:19][CH2:16][CH:15]=[C:2]1[CH2:7][CH2:6][N:5]([C:8]([O:10][C:11]([CH3:14])([CH3:13])[CH3:12])=[O:9])[CH2:4][CH2:3]1, predict the reactants needed to synthesize it. The reactants are: O[C:2]1([CH:15]=[CH2:16])[CH2:7][CH2:6][N:5]([C:8]([O:10][C:11]([CH3:14])([CH3:13])[CH3:12])=[O:9])[CH2:4][CH2:3]1.S(Cl)([Cl:19])=O. (5) Given the product [Cl:1][C:2]1[N:3]=[C:4]([N:21]2[CH2:20][CH2:19][O:30][CH2:23][C@@H:22]2[CH3:24])[C:5]2[CH2:10][N:9]([C:11]([O:13][C:14]([CH3:17])([CH3:16])[CH3:15])=[O:12])[CH2:8][C:6]=2[N:7]=1, predict the reactants needed to synthesize it. The reactants are: [Cl:1][C:2]1[N:3]=[C:4](Cl)[C:5]2[CH2:10][N:9]([C:11]([O:13][C:14]([CH3:17])([CH3:16])[CH3:15])=[O:12])[CH2:8][C:6]=2[N:7]=1.[CH3:19][CH2:20][N:21](C(C)C)[CH:22]([CH3:24])[CH3:23].CC[O:30]C(C)=O. (6) Given the product [O:15]1[CH2:16][CH2:17][N:12]([C:8]2[O:7][C:6]3[C:2]([C:25]#[C:24][C:18]4[CH:23]=[CH:22][CH:21]=[CH:20][CH:19]=4)=[CH:3][S:4][C:5]=3[C:10](=[O:11])[CH:9]=2)[CH2:13][CH2:14]1, predict the reactants needed to synthesize it. The reactants are: Br[C:2]1[C:6]2[O:7][C:8]([N:12]3[CH2:17][CH2:16][O:15][CH2:14][CH2:13]3)=[CH:9][C:10](=[O:11])[C:5]=2[S:4][CH:3]=1.[C:18]1([C:24]#[CH:25])[CH:23]=[CH:22][CH:21]=[CH:20][CH:19]=1.C(NC(C)C)(C)C. (7) Given the product [I:1][C:2]1[CH:9]=[C:6]([CH:7]=[O:8])[CH:5]=[C:4]([O:10][CH3:11])[C:3]=1[O:12][CH2:23][C:22]([O:21][CH2:19][CH3:20])=[O:25], predict the reactants needed to synthesize it. The reactants are: [I:1][C:2]1[C:3]([OH:12])=[C:4]([O:10][CH3:11])[CH:5]=[C:6]([CH:9]=1)[CH:7]=[O:8].C([O-])([O-])=O.[K+].[K+].[CH2:19]([O:21][C:22](=[O:25])[CH2:23]Br)[CH3:20].C(O)C.